This data is from Catalyst prediction with 721,799 reactions and 888 catalyst types from USPTO. The task is: Predict which catalyst facilitates the given reaction. (1) Reactant: [Br:1][C:2]1[CH:14]=[CH:13][C:12]2[C:11]3[C:6](=[CH:7][C:8]([O:15]C(=O)C)=[CH:9][CH:10]=3)[CH2:5][C:4]=2[CH:3]=1.[OH-].[Li+].Cl. Product: [Br:1][C:2]1[CH:14]=[CH:13][C:12]2[C:11]3[C:6](=[CH:7][C:8]([OH:15])=[CH:9][CH:10]=3)[CH2:5][C:4]=2[CH:3]=1. The catalyst class is: 196. (2) Reactant: Cl.[CH3:2][N:3]([CH3:10])[CH:4]1[CH2:9][CH2:8][CH2:7][NH:6][CH2:5]1.C([O-])([O-])=O.[K+].[K+].F[C:18]1[CH:23]=[CH:22][C:21]([N+:24]([O-:26])=[O:25])=[CH:20][CH:19]=1. Product: [CH3:2][N:3]([CH3:10])[CH:4]1[CH2:9][CH2:8][CH2:7][N:6]([C:18]2[CH:23]=[CH:22][C:21]([N+:24]([O-:26])=[O:25])=[CH:20][CH:19]=2)[CH2:5]1. The catalyst class is: 3. (3) Reactant: [I:1][C:2]1[CH:7]=[CH:6][C:5]([NH:8]N)=[CH:4][CH:3]=1.S(=O)(=O)(O)O.[CH3:15][N:16]1[CH2:21][CH2:20][C:19](=O)[CH2:18][CH2:17]1. Product: [I:1][C:2]1[CH:7]=[CH:6][C:5]2[NH:8][C:19]3[CH2:20][CH2:21][N:16]([CH3:15])[CH2:17][C:18]=3[C:4]=2[CH:3]=1. The catalyst class is: 12. (4) Reactant: [F:1][C:2]([F:18])([F:17])[C:3]1[N:7]([C:8]2[CH:16]=[CH:15][C:11]([C:12]([OH:14])=O)=[CH:10][CH:9]=2)[N:6]=[CH:5][CH:4]=1.[C:19]([C:23]1[CH:29]=[CH:28][C:26]([NH2:27])=[CH:25][CH:24]=1)([CH3:22])([CH3:21])[CH3:20].C1CCC(N=C=NC2CCCCC2)CC1.C1C=CC2N(O)N=NC=2C=1.C(N(CC)CC)C. Product: [C:19]([C:23]1[CH:24]=[CH:25][C:26]([NH:27][C:12](=[O:14])[C:11]2[CH:10]=[CH:9][C:8]([N:7]3[C:3]([C:2]([F:1])([F:18])[F:17])=[CH:4][CH:5]=[N:6]3)=[CH:16][CH:15]=2)=[CH:28][CH:29]=1)([CH3:22])([CH3:20])[CH3:21]. The catalyst class is: 3. (5) Reactant: Cl[C:2]1[N:7]=[C:6]([NH:8][CH:9]2[CH2:14][C:13]([CH3:16])([CH3:15])[NH:12][C:11]([CH3:18])([CH3:17])[CH2:10]2)[C:5]([C:19]#[N:20])=[CH:4][N:3]=1.[CH:21]([C:24]1[C:29]([N:30]2[CH:34]=[N:33][N:32]=[N:31]2)=[CH:28][C:27]([NH2:35])=[C:26]([F:36])[CH:25]=1)([CH3:23])[CH3:22].O.C1(C)C=CC(S(O)(=O)=O)=CC=1.FC1C(NC2CC(C)(C)NC(C)(C)C2)=NC(OC(C)C)=NC=1. Product: [CH3:15][C:13]1([CH3:16])[CH2:14][CH:9]([NH:8][C:6]2[C:5]([C:19]#[N:20])=[CH:4][N:3]=[C:2]([NH:35][C:27]3[CH:28]=[C:29]([N:30]4[CH:34]=[N:33][N:32]=[N:31]4)[C:24]([CH:21]([CH3:22])[CH3:23])=[CH:25][C:26]=3[F:36])[N:7]=2)[CH2:10][C:11]([CH3:18])([CH3:17])[NH:12]1. The catalyst class is: 41. (6) Reactant: Br[C:2]1[C:10]2[S:9][C:8]([C:11]([F:14])([F:13])[F:12])=[N:7][C:6]=2[C:5]([O:15][CH3:16])=[CH:4][CH:3]=1.C(C(CCCC)C([O-])=O)C.[K+].[Cl:28][C:29]1[N:30]=[N:31][C:32](Cl)=[CH:33][CH:34]=1.C(=O)([O-])[O-].[Na+].[Na+]. Product: [Cl:28][C:29]1[N:30]=[N:31][C:32]([C:2]2[C:10]3[S:9][C:8]([C:11]([F:14])([F:13])[F:12])=[N:7][C:6]=3[C:5]([O:15][CH3:16])=[CH:4][CH:3]=2)=[CH:33][CH:34]=1. The catalyst class is: 38.